From a dataset of Forward reaction prediction with 1.9M reactions from USPTO patents (1976-2016). Predict the product of the given reaction. Given the reactants N[C:2]1[CH:3]=[C:4]([CH:9]=[C:10]([O:12][C:13]2[CH:22]=[CH:21][C:20]3[CH2:19][CH2:18][C@H:17]([N:23]([C:34]([O:36][C:37]([CH3:40])([CH3:39])[CH3:38])=[O:35])[CH2:24][C@@H:25]([C:27]4[CH:32]=[CH:31][CH:30]=[C:29]([Cl:33])[CH:28]=4)[OH:26])[CH2:16][C:15]=3[CH:14]=2)[CH:11]=1)[C:5]([O:7][CH3:8])=[O:6].[C:41]([BH3-])#[N:42].[Na+].[C:45](O)(=O)C.C=O, predict the reaction product. The product is: [C:37]([O:36][C:34]([N:23]([C@@H:17]1[CH2:16][C:15]2[CH:14]=[C:13]([O:12][C:10]3[CH:9]=[C:4]([CH:3]=[C:2]([N:42]([CH3:41])[CH3:45])[CH:11]=3)[C:5]([O:7][CH3:8])=[O:6])[CH:22]=[CH:21][C:20]=2[CH2:19][CH2:18]1)[CH2:24][C@@H:25]([C:27]1[CH:32]=[CH:31][CH:30]=[C:29]([Cl:33])[CH:28]=1)[OH:26])=[O:35])([CH3:39])([CH3:40])[CH3:38].